Task: Predict the reaction yield, written as a fraction of the theoretical maximum amount of product (1.0 means a 100% yield; for example, 0.34 means a 34% yield).. Dataset: Reaction yield outcomes from USPTO patents with 853,638 reactions The reactants are [CH2:1]([C:5]1[O:6][C:7]2[CH:15]=[CH:14][CH:13]=[CH:12][C:8]=2[C:9]=1[CH:10]=O)[CH2:2][CH2:3][CH3:4].Cl.[NH2:17][OH:18].[OH-].[Na+].Cl. The catalyst is O.C(O)C. The product is [CH2:1]([C:5]1[O:6][C:7]2[CH:15]=[CH:14][CH:13]=[CH:12][C:8]=2[C:9]=1[CH:10]=[N:17][OH:18])[CH2:2][CH2:3][CH3:4]. The yield is 0.930.